This data is from Reaction yield outcomes from USPTO patents with 853,638 reactions. The task is: Predict the reaction yield, written as a fraction of the theoretical maximum amount of product (1.0 means a 100% yield; for example, 0.34 means a 34% yield). (1) The reactants are C([O:3][C:4](=[O:36])[CH:5]([O:7][P:8]([CH2:17][C:18]([CH3:35])=[CH:19][CH2:20][C:21]1[C:22]([OH:34])=[C:23]2[C:27](=[C:28]([CH3:32])[C:29]=1[O:30][CH3:31])[CH2:26][O:25][C:24]2=[O:33])([O:10][C:11]1[CH:16]=[CH:15][CH:14]=[CH:13][CH:12]=1)=[O:9])[CH3:6])C.[OH-].[Na+]. The catalyst is C1COCC1. The product is [OH:34][C:22]1[C:21]([CH2:20][CH:19]=[C:18]([CH3:35])[CH2:17][P:8]([O:10][C:11]2[CH:12]=[CH:13][CH:14]=[CH:15][CH:16]=2)([O:7][CH:5]([CH3:6])[C:4]([OH:36])=[O:3])=[O:9])=[C:29]([O:30][CH3:31])[C:28]([CH3:32])=[C:27]2[C:23]=1[C:24](=[O:33])[O:25][CH2:26]2. The yield is 0.770. (2) The reactants are [NH2:1][CH2:2][C:3]1[N:4]=[C:5]([NH:8][C:9]([NH:11][C:12]2[CH:17]=[CH:16][C:15]([CH3:18])=[CH:14][C:13]=2[C:19]([CH:21]2[CH2:25][CH2:24][CH2:23][CH2:22]2)=[O:20])=[O:10])[S:6][CH:7]=1.O=C1C2C(=CC=CC=2)C(=O)[N:28]1[CH2:37][CH2:38][S:39](Cl)(=[O:41])=[O:40].NN. No catalyst specified. The product is [CH:21]1([C:19]([C:13]2[CH:14]=[C:15]([CH3:18])[CH:16]=[CH:17][C:12]=2[NH:11][C:9](=[O:10])[NH:8][C:5]2[S:6][CH:7]=[C:3]([CH2:2][NH:1][S:39]([CH2:38][CH2:37][NH2:28])(=[O:41])=[O:40])[N:4]=2)=[O:20])[CH2:25][CH2:24][CH2:23][CH2:22]1. The yield is 0.830. (3) The yield is 0.920. The product is [Cl:25][C:11]1[N:6]2[N:5]=[C:4]([CH2:3][O:2][CH3:1])[N:22]=[C:7]2[C:8]([C:20]#[N:21])=[C:9]([CH3:19])[C:10]=1[C:13]1[CH:18]=[CH:17][CH:16]=[CH:15][CH:14]=1. No catalyst specified. The reactants are [CH3:1][O:2][CH2:3][C:4]1[NH:22][C:7]2=[C:8]([C:20]#[N:21])[C:9]([CH3:19])=[C:10]([C:13]3[CH:18]=[CH:17][CH:16]=[CH:15][CH:14]=3)[C:11](=O)[N:6]2[N:5]=1.P(Cl)(Cl)([Cl:25])=O. (4) The reactants are O1[C:5]2([CH2:10][CH2:9][CH:8]([N:11]3[CH2:16][CH2:15][C:14]4([C:25]5[C:20](=[CH:21][CH:22]=[CH:23][CH:24]=5)[CH2:19][N:18]([C:26](=[O:28])[CH3:27])[CH2:17]4)[CH2:13][CH2:12]3)[CH2:7][CH2:6]2)[O:4]CC1.[OH-].[K+]. The catalyst is CC(O)=O.O. The product is [C:26]([N:18]1[CH2:17][C:14]2([CH2:13][CH2:12][N:11]([CH:8]3[CH2:9][CH2:10][C:5](=[O:4])[CH2:6][CH2:7]3)[CH2:16][CH2:15]2)[C:25]2[C:20](=[CH:21][CH:22]=[CH:23][CH:24]=2)[CH2:19]1)(=[O:28])[CH3:27]. The yield is 0.700. (5) The catalyst is C(Cl)Cl.C(#N)C.C(O)C. The product is [Br:1][C:2]1[CH:3]=[CH:4][C:5]([Cl:18])=[C:6]([CH2:8][C:10]2[CH:15]=[CH:14][C:13]([O:16][CH3:17])=[CH:12][CH:11]=2)[CH:7]=1. The reactants are [Br:1][C:2]1[CH:3]=[CH:4][C:5]([Cl:18])=[C:6]([C:8]([C:10]2[CH:15]=[CH:14][C:13]([O:16][CH3:17])=[CH:12][CH:11]=2)=O)[CH:7]=1.C([SiH](CC)CC)C.C(OC)(C)(C)C.C(=O)(O)[O-].[Na+]. The yield is 0.890. (6) The reactants are C(OC([NH:6][NH:7][CH2:8][CH2:9][CH:10]1[CH2:12][CH2:11]1)=O)C.[OH-].[Na+].[C:15]([OH:20])(=[O:19])[C:16]([OH:18])=[O:17]. The product is [C:15]([OH:20])(=[O:19])[C:16]([OH:18])=[O:17].[CH:10]1([CH2:9][CH2:8][NH:7][NH2:6])[CH2:12][CH2:11]1. No catalyst specified. The yield is 0.500. (7) The reactants are [O:1]=[C:2]1[N:6]=[C:5]2[C:7]3[CH:8]=[CH:9][CH:10]=[C:11]4[C:16]=3[C:15]([C:4]2=[C:3]1[C:17]#[N:18])=[CH:14][CH:13]=[CH:12]4.[S:19]1[CH:23]=[CH:22][CH:21]=[C:20]1[CH2:24][OH:25]. The catalyst is C(#N)C. The product is [S:19]1[CH:23]=[CH:22][CH:21]=[C:20]1[CH2:24][O:25][C:8]1[C:7]2[C:5]3[C:4]([C:15]4[C:16]=2[C:11]([CH:12]=[CH:13][CH:14]=4)=[CH:10][CH:9]=1)=[C:3]([C:17]#[N:18])[C:2](=[O:1])[N:6]=3. The yield is 0.450. (8) The reactants are P(Cl)(Cl)(Cl)=O.[CH2:6]([O:9][C:10]1[C:11]([C:24](=O)[CH3:25])=[CH:12][C:13]2[C:14]([CH3:23])([CH3:22])[CH2:15][CH2:16][C:17]([CH3:21])([CH3:20])[C:18]=2[CH:19]=1)[CH2:7][CH3:8].C(=O)([O-])O.[Na+].OC(C1C=C2C(=CC=1OCCC)C(C)(C)CCC2(C)C)=CCl.[OH-].[Na+]. The catalyst is O1CCOCC1.O.[Cl-].[Na+].O.CN(C)C=O. The product is [C:24]([C:11]1[CH:12]=[C:13]2[C:18](=[CH:19][C:10]=1[O:9][CH2:6][CH2:7][CH3:8])[C:17]([CH3:21])([CH3:20])[CH2:16][CH2:15][C:14]2([CH3:22])[CH3:23])#[CH:25]. The yield is 0.390. (9) The reactants are CC([O-])=O.[Na+].[Br:6]Br.[CH3:8][O:9][C:10]1[CH:15]=[CH:14][CH:13]=[C:12]([N+:16]([O-:18])=[O:17])[C:11]=1[NH2:19]. The catalyst is CC(O)=O. The product is [Br:6][C:14]1[CH:13]=[C:12]([N+:16]([O-:18])=[O:17])[C:11]([NH2:19])=[C:10]([O:9][CH3:8])[CH:15]=1. The yield is 0.830.